The task is: Predict the product of the given reaction.. This data is from Forward reaction prediction with 1.9M reactions from USPTO patents (1976-2016). (1) Given the reactants [CH3:1][CH:2]([CH3:35])[C@H:3]([NH:6][C:7]1[CH:12]=[CH:11][N:10]2[N:13]=[CH:14][C:15]([C:16]3[CH:21]=[CH:20][C:19]([C:22]4[N:23]([CH2:27][O:28][CH2:29][CH2:30][Si:31]([CH3:34])([CH3:33])[CH3:32])[CH:24]=[CH:25][N:26]=4)=[CH:18][CH:17]=3)=[C:9]2[N:8]=1)[CH:4]=O.[Si:36]([O:43][CH2:44][CH2:45][NH2:46])([C:39]([CH3:42])([CH3:41])[CH3:40])([CH3:38])[CH3:37].[BH-](OC(C)=O)(OC(C)=O)OC(C)=O.[Na+], predict the reaction product. The product is: [Si:36]([O:43][CH2:44][CH2:45][NH:46][CH2:4][C@@H:3]([NH:6][C:7]1[CH:12]=[CH:11][N:10]2[N:13]=[CH:14][C:15]([C:16]3[CH:21]=[CH:20][C:19]([C:22]4[N:23]([CH2:27][O:28][CH2:29][CH2:30][Si:31]([CH3:33])([CH3:34])[CH3:32])[CH:24]=[CH:25][N:26]=4)=[CH:18][CH:17]=3)=[C:9]2[N:8]=1)[CH:2]([CH3:35])[CH3:1])([C:39]([CH3:41])([CH3:42])[CH3:40])([CH3:38])[CH3:37]. (2) The product is: [N:29]1([CH2:28][CH2:27][CH2:26][O:20][C:17]2[CH:18]=[CH:19][C:14]([N:13]3[C:9]([CH:1]=[CH:2][C:3]4[CH:4]=[CH:5][CH:6]=[CH:7][CH:8]=4)=[CH:10][C:11]([C:21]([F:24])([F:23])[F:22])=[N:12]3)=[CH:15][CH:16]=2)[CH2:33][CH2:32][CH2:31][CH2:30]1. Given the reactants [CH:1]([C:9]1[N:13]([C:14]2[CH:19]=[CH:18][C:17]([OH:20])=[CH:16][CH:15]=2)[N:12]=[C:11]([C:21]([F:24])([F:23])[F:22])[CH:10]=1)=[CH:2][C:3]1[CH:8]=[CH:7][CH:6]=[CH:5][CH:4]=1.Cl[CH2:26][CH2:27][CH2:28][N:29]1[CH2:33][CH2:32][CH2:31][CH2:30]1.[H-].[Na+].[I-].[Na+].C(=O)(O)[O-].[Na+], predict the reaction product.